From a dataset of NCI-60 drug combinations with 297,098 pairs across 59 cell lines. Regression. Given two drug SMILES strings and cell line genomic features, predict the synergy score measuring deviation from expected non-interaction effect. (1) Drug 1: C1=CC(=CC=C1CCCC(=O)O)N(CCCl)CCCl. Drug 2: C1=NC(=NC(=O)N1C2C(C(C(O2)CO)O)O)N. Cell line: SNB-75. Synergy scores: CSS=8.65, Synergy_ZIP=-6.11, Synergy_Bliss=-2.73, Synergy_Loewe=-4.75, Synergy_HSA=-4.44. (2) Drug 1: CS(=O)(=O)C1=CC(=C(C=C1)C(=O)NC2=CC(=C(C=C2)Cl)C3=CC=CC=N3)Cl. Drug 2: C1CN(CCN1C(=O)CCBr)C(=O)CCBr. Cell line: MCF7. Synergy scores: CSS=8.84, Synergy_ZIP=-6.01, Synergy_Bliss=-2.26, Synergy_Loewe=-6.11, Synergy_HSA=-1.76. (3) Drug 1: C1C(C(OC1N2C=C(C(=O)NC2=O)F)CO)O. Drug 2: CC1CCC2CC(C(=CC=CC=CC(CC(C(=O)C(C(C(=CC(C(=O)CC(OC(=O)C3CCCCN3C(=O)C(=O)C1(O2)O)C(C)CC4CCC(C(C4)OC)O)C)C)O)OC)C)C)C)OC. Cell line: MDA-MB-231. Synergy scores: CSS=7.83, Synergy_ZIP=3.79, Synergy_Bliss=10.8, Synergy_Loewe=2.02, Synergy_HSA=6.87. (4) Drug 1: CNC(=O)C1=CC=CC=C1SC2=CC3=C(C=C2)C(=NN3)C=CC4=CC=CC=N4. Drug 2: CC(C)NC(=O)C1=CC=C(C=C1)CNNC.Cl. Cell line: SW-620. Synergy scores: CSS=22.7, Synergy_ZIP=10.5, Synergy_Bliss=12.0, Synergy_Loewe=5.47, Synergy_HSA=7.88.